This data is from Forward reaction prediction with 1.9M reactions from USPTO patents (1976-2016). The task is: Predict the product of the given reaction. (1) Given the reactants [O:1]=[C:2]1[CH2:7][CH2:6][CH2:5][CH2:4][CH:3]1[C:8]([O:10]CC)=[O:9].[OH-].[Na+], predict the reaction product. The product is: [O:1]=[C:2]1[CH2:7][CH2:6][CH2:5][CH2:4][CH:3]1[C:8]([OH:10])=[O:9]. (2) Given the reactants Cl[C:2]1[NH:3][C:4]2[CH:10]=[CH:9][CH:8]=[CH:7][C:5]=2[N:6]=1.Cl.[Cl:12][C:13]1[CH:26]=[CH:25][C:16]([CH:17]([NH2:24])[C:18]2[CH:23]=[CH:22][CH:21]=[CH:20][CH:19]=2)=[CH:15][CH:14]=1, predict the reaction product. The product is: [N:6]1[C:5]2[CH:7]=[CH:8][CH:9]=[CH:10][C:4]=2[NH:3][C:2]=1[NH:24][CH:17]([C:18]1[CH:19]=[CH:20][CH:21]=[CH:22][CH:23]=1)[C:16]1[CH:25]=[CH:26][C:13]([Cl:12])=[CH:14][CH:15]=1. (3) Given the reactants [O:1]=[C:2]([CH2:9][CH2:10][CH3:11])[CH2:3][C:4]([O:6][CH2:7][CH3:8])=[O:5].[CH2:12](O)[CH2:13][OH:14].C(OCC)(OCC)OCC, predict the reaction product. The product is: [CH2:7]([O:6][C:4](=[O:5])[CH2:3][C:2]1([CH2:9][CH2:10][CH3:11])[O:14][CH2:13][CH2:12][O:1]1)[CH3:8]. (4) Given the reactants Br[C:2]1[CH:10]=[C:9]2[C:5]([CH2:6][CH2:7][NH:8]2)=[CH:4][CH:3]=1.[CH3:11][N:12]1[CH:16]=[C:15](B2OC(C)(C)C(C)(C)O2)[CH:14]=[N:13]1.C([O-])([O-])=O.[Na+].[Na+], predict the reaction product. The product is: [CH3:11][N:12]1[CH:16]=[C:15]([C:2]2[CH:10]=[C:9]3[C:5]([CH2:6][CH2:7][NH:8]3)=[CH:4][CH:3]=2)[CH:14]=[N:13]1. (5) Given the reactants [CH3:1][O:2][C:3]1[CH:4]=[C:5]2[C:10](=[CH:11][CH:12]=1)[CH:9]([C:13]([OH:15])=O)[CH2:8][CH2:7][CH2:6]2.[CH3:16][N:17]([CH3:35])[C:18]1[CH:23]=[CH:22][C:21]([CH2:24][NH:25][C:26]2[CH:31]=[CH:30][C:29]([CH:32]([CH3:34])[CH3:33])=[CH:28][CH:27]=2)=[CH:20][CH:19]=1, predict the reaction product. The product is: [CH3:16][N:17]([CH3:35])[C:18]1[CH:19]=[CH:20][C:21]([CH2:24][N:25]([C:26]2[CH:31]=[CH:30][C:29]([CH:32]([CH3:33])[CH3:34])=[CH:28][CH:27]=2)[C:13]([CH:9]2[C:10]3[C:5](=[CH:4][C:3]([O:2][CH3:1])=[CH:12][CH:11]=3)[CH2:6][CH2:7][CH2:8]2)=[O:15])=[CH:22][CH:23]=1.